This data is from Reaction yield outcomes from USPTO patents with 853,638 reactions. The task is: Predict the reaction yield, written as a fraction of the theoretical maximum amount of product (1.0 means a 100% yield; for example, 0.34 means a 34% yield). (1) The reactants are COC1C=C(OC)C=CC=1C[N:6]([C:31]1[S:35][N:34]=[CH:33][N:32]=1)[S:7]([C:10]1[CH:15]=[C:14]([F:16])[C:13]([O:17][C@@H:18]2[CH2:23][CH2:22][CH2:21][CH2:20][C@H:19]2[C:24]2[CH:29]=[CH:28][CH:27]=[CH:26][CH:25]=2)=[CH:12][C:11]=1[F:30])(=[O:9])=[O:8].C([SiH](CC)CC)C.FC(F)(F)C(O)=O. The catalyst is ClCCl. The product is [F:30][C:11]1[CH:12]=[C:13]([O:17][C@@H:18]2[CH2:23][CH2:22][CH2:21][CH2:20][C@H:19]2[C:24]2[CH:25]=[CH:26][CH:27]=[CH:28][CH:29]=2)[C:14]([F:16])=[CH:15][C:10]=1[S:7]([NH:6][C:31]1[S:35][N:34]=[CH:33][N:32]=1)(=[O:9])=[O:8]. The yield is 0.990. (2) The reactants are C[O:2][C:3](=[O:34])[C:4]1[CH:9]=[CH:8][C:7]([C@H:10]2[CH2:15][CH2:14][C@H:13]([O:16][CH2:17][C:18]3[C:19]([C:26]4[C:31]([Cl:32])=[CH:30][CH:29]=[CH:28][C:27]=4[Cl:33])=[N:20][O:21][C:22]=3[CH:23]3[CH2:25][CH2:24]3)[CH2:12][CH2:11]2)=[CH:6][CH:5]=1.[OH-].[Na+]. The catalyst is O1CCCC1.CO. The product is [CH:23]1([C:22]2[O:21][N:20]=[C:19]([C:26]3[C:31]([Cl:32])=[CH:30][CH:29]=[CH:28][C:27]=3[Cl:33])[C:18]=2[CH2:17][O:16][C@H:13]2[CH2:14][CH2:15][C@H:10]([C:7]3[CH:6]=[CH:5][C:4]([C:3]([OH:34])=[O:2])=[CH:9][CH:8]=3)[CH2:11][CH2:12]2)[CH2:25][CH2:24]1. The yield is 0.780.